From a dataset of Full USPTO retrosynthesis dataset with 1.9M reactions from patents (1976-2016). Predict the reactants needed to synthesize the given product. Given the product [CH3:8][O:7][C:5](=[O:6])[CH:4]=[CH:3][CH2:2][N:9]1[CH2:14][CH2:13][CH2:12][CH2:11][CH2:10]1, predict the reactants needed to synthesize it. The reactants are: Br[CH2:2]/[CH:3]=[CH:4]/[C:5]([O:7][CH3:8])=[O:6].[NH:9]1[CH2:14][CH2:13][CH2:12][CH2:11][CH2:10]1.